Task: Predict the reaction yield, written as a fraction of the theoretical maximum amount of product (1.0 means a 100% yield; for example, 0.34 means a 34% yield).. Dataset: Reaction yield outcomes from USPTO patents with 853,638 reactions The reactants are C(OC([N:8]1[CH2:13][CH2:12][C:11](=[O:14])[CH2:10][CH2:9]1)=O)(C)(C)C.[ClH:15].[CH3:16]O.[CH:18]([O:21]C(C)C)(C)C. The catalyst is CO. The product is [ClH:15].[CH3:18][O:21][C:11]1([O:14][CH3:16])[CH2:10][CH2:9][NH:8][CH2:13][CH2:12]1. The yield is 0.650.